Dataset: Catalyst prediction with 721,799 reactions and 888 catalyst types from USPTO. Task: Predict which catalyst facilitates the given reaction. (1) Reactant: [CH:1]([C:4]1[CH:5]=[CH:6][C:7]([O:26][CH3:27])=[C:8]([C:10]2[CH:15]=[CH:14][C:13]([C:16]([F:19])([F:18])[F:17])=[CH:12][C:11]=2[CH:20]2[O:24][C:23](=[O:25])[NH:22][CH2:21]2)[CH:9]=1)([CH3:3])[CH3:2].[H-].[Na+].[CH2:30](Br)[C:31]1[CH:36]=[CH:35][CH:34]=[CH:33][CH:32]=1. Product: [CH2:30]([N:22]1[CH2:21][CH:20]([C:11]2[CH:12]=[C:13]([C:16]([F:17])([F:18])[F:19])[CH:14]=[CH:15][C:10]=2[C:8]2[CH:9]=[C:4]([CH:1]([CH3:3])[CH3:2])[CH:5]=[CH:6][C:7]=2[O:26][CH3:27])[O:24][C:23]1=[O:25])[C:31]1[CH:36]=[CH:35][CH:34]=[CH:33][CH:32]=1. The catalyst class is: 173. (2) Reactant: [Br-].[Br:2][C:3]1[CH:4]=[N:5][CH:6]=[C:7]([CH2:9]P(C2C=CC=CC=2)(C2C=CC=CC=2)C2C=CC=CC=2)[CH:8]=1.[H-].[Na+].[F:31][C:32]1[CH:37]=[CH:36][C:35]([F:38])=[CH:34][C:33]=1[C:39](=O)[CH3:40]. Product: [Br:2][C:3]1[CH:4]=[N:5][CH:6]=[C:7](/[CH:9]=[C:39](\[C:33]2[CH:34]=[C:35]([F:38])[CH:36]=[CH:37][C:32]=2[F:31])/[CH3:40])[CH:8]=1. The catalyst class is: 7.